From a dataset of Full USPTO retrosynthesis dataset with 1.9M reactions from patents (1976-2016). Predict the reactants needed to synthesize the given product. (1) Given the product [Cl:3][C:4]1[CH:9]=[CH:8][CH:7]=[C:6]([Cl:10])[C:5]=1[C:11]1[C:15]([CH2:16][O:17][C:18]2[CH:19]=[C:20]3[C:24](=[CH:25][CH:26]=2)[N:23]([CH2:31][C:32]2[N:37]=[C:36]([C:38]([O:40][CH3:41])=[O:39])[CH:35]=[CH:34][CH:33]=2)[CH:22]=[CH:21]3)=[C:14]([CH:27]([CH3:29])[CH3:28])[O:13][N:12]=1, predict the reactants needed to synthesize it. The reactants are: [H-].[Na+].[Cl:3][C:4]1[CH:9]=[CH:8][CH:7]=[C:6]([Cl:10])[C:5]=1[C:11]1[C:15]([CH2:16][O:17][C:18]2[CH:19]=[C:20]3[C:24](=[CH:25][CH:26]=2)[NH:23][CH:22]=[CH:21]3)=[C:14]([CH:27]([CH3:29])[CH3:28])[O:13][N:12]=1.Br[CH2:31][C:32]1[N:37]=[C:36]([C:38]([O:40][CH3:41])=[O:39])[CH:35]=[CH:34][CH:33]=1. (2) Given the product [OH:22][C:19]1[C:9]([C:10]([O:12][C:13]2[CH:18]=[CH:17][CH:16]=[CH:15][CH:14]=2)=[O:11])=[C:8]([CH3:24])[C:7]([O:6][CH3:5])=[CH:21][CH:20]=1, predict the reactants needed to synthesize it. The reactants are: B(Br)(Br)Br.[CH3:5][O:6][C:7]1[C:8]([CH3:24])=[C:9]([C:19]([O:22]C)=[CH:20][CH:21]=1)[C:10]([O:12][C:13]1[CH:18]=[CH:17][CH:16]=[CH:15][CH:14]=1)=[O:11]. (3) Given the product [N:30]1([S:27]([C:23]2[CH:22]=[C:21]([N:17]3[C:18](=[O:20])[C:19]4=[C:11]([C:9]([NH:8][CH2:7][C:6]([OH:41])=[O:5])=[O:10])[S:12][CH:13]=[C:14]4[NH:15][C:16]3=[O:40])[CH:26]=[CH:25][CH:24]=2)(=[O:28])=[O:29])[C:39]2[C:34](=[CH:35][CH:36]=[CH:37][CH:38]=2)[CH2:33][CH2:32][CH2:31]1, predict the reactants needed to synthesize it. The reactants are: C([O:5][C:6](=[O:41])[CH2:7][NH:8][C:9]([C:11]1[S:12][CH:13]=[C:14]2[C:19]=1[C:18](=[O:20])[N:17]([C:21]1[CH:26]=[CH:25][CH:24]=[C:23]([S:27]([N:30]3[C:39]4[C:34](=[CH:35][CH:36]=[CH:37][CH:38]=4)[CH2:33][CH2:32][CH2:31]3)(=[O:29])=[O:28])[CH:22]=1)[C:16](=[O:40])[NH:15]2)=[O:10])(C)(C)C.C(O)(C(F)(F)F)=O. (4) The reactants are: [Cl:1][C:2]1[CH:7]=[CH:6][C:5]([OH:8])=[C:4]([O:9][CH3:10])[CH:3]=1.[H-].[Na+].[CH2:13](Br)[CH:14]=[CH2:15].C(OCC=C)C=C.C1(C)C=C(C)C=C(C)C=1.C(C1C(C(F)(F)F)=CC=C(Cl)C=1O)C=C. Given the product [CH2:15]([C:6]1[CH:7]=[C:2]([Cl:1])[CH:3]=[C:4]([O:9][CH3:10])[C:5]=1[OH:8])[CH:14]=[CH2:13], predict the reactants needed to synthesize it. (5) The reactants are: [NH2:1][C:2]1[CH:3]=[C:4]([C:16]#[N:17])[CH:5]=[C:6]([C:8]2[CH:13]=[CH:12][C:11]([F:14])=[CH:10][C:9]=2[F:15])[CH:7]=1.Cl.[CH3:19][S:20]([NH:23][C:24]1[CH:32]=[C:31]2[C:27]([CH:28]=[C:29]([C:33](O)=[O:34])[NH:30]2)=[CH:26][CH:25]=1)(=[O:22])=[O:21].CN(C(ON1N=NC2C=CC=NC1=2)=[N+](C)C)C.F[P-](F)(F)(F)(F)F.CCN(C(C)C)C(C)C. Given the product [C:16]([C:4]1[CH:3]=[C:2]([NH:1][C:33]([C:29]2[NH:30][C:31]3[C:27]([CH:28]=2)=[CH:26][CH:25]=[C:24]([NH:23][S:20]([CH3:19])(=[O:22])=[O:21])[CH:32]=3)=[O:34])[CH:7]=[C:6]([C:8]2[CH:13]=[CH:12][C:11]([F:14])=[CH:10][C:9]=2[F:15])[CH:5]=1)#[N:17], predict the reactants needed to synthesize it. (6) Given the product [C:1]([O:5][C:6]([C:8]1[CH:13]=[CH:12][C:11]([C:14]2[C:15]([C:29]([O:31][CH2:32][CH3:33])=[O:30])=[N:16][N:17]([C:23]3[CH:28]=[CH:27][C:26]([O:47][CH3:46])=[CH:25][CH:24]=3)[C:18]=2[CH2:19][CH2:20][CH2:21][CH3:22])=[C:10]([C:34]([N:36]2[CH2:45][CH2:44][C:43]3[C:38](=[CH:39][CH:40]=[CH:41][CH:42]=3)[CH2:37]2)=[O:35])[CH:9]=1)=[O:7])([CH3:3])([CH3:4])[CH3:2], predict the reactants needed to synthesize it. The reactants are: [C:1]([O:5][C:6]([C:8]1[CH:13]=[CH:12][C:11]([C:14]2[C:15]([C:29]([O:31][CH2:32][CH3:33])=[O:30])=[N:16][N:17]([C:23]3[CH:28]=[CH:27][CH:26]=[CH:25][CH:24]=3)[C:18]=2[CH2:19][CH2:20][CH2:21][CH3:22])=[C:10]([C:34]([N:36]2[CH2:45][CH2:44][C:43]3[C:38](=[CH:39][CH:40]=[CH:41][CH:42]=3)[CH2:37]2)=[O:35])[CH:9]=1)=[O:7])([CH3:4])([CH3:3])[CH3:2].[CH3:46][O:47]C1C=CC(N/N=C/C(OCC)=O)=CC=1.[N+](C(CCCC)=CC1C=CC(C(OC(C)(C)C)=O)=CC=1C(N1CCC2C(=CC=CC=2)C1)=O)([O-])=O.